Dataset: Full USPTO retrosynthesis dataset with 1.9M reactions from patents (1976-2016). Task: Predict the reactants needed to synthesize the given product. (1) Given the product [N:1]1[C:2]([CH:10]=[O:11])=[CH:3][N:4]2[CH:9]=[CH:8][CH:7]=[CH:6][C:5]=12, predict the reactants needed to synthesize it. The reactants are: [N:1]1[C:2]([CH2:10][OH:11])=[CH:3][N:4]2[CH:9]=[CH:8][CH:7]=[CH:6][C:5]=12. (2) Given the product [OH:8][C@@H:6]1[CH2:5][C@@H:4]([CH2:9][CH2:10][CH2:11][CH:12]=[CH2:13])[O:3][C@:2]([C@@H:14]2[CH2:18][S:17][C:16](=[O:19])[N:15]2[CH2:20][C:21]2[CH:26]=[CH:25][C:24]([O:27][CH3:28])=[CH:23][CH:22]=2)([O:1][CH3:30])[CH2:7]1, predict the reactants needed to synthesize it. The reactants are: [OH:1][C@:2]1([C@@H:14]2[CH2:18][S:17][C:16](=[O:19])[N:15]2[CH2:20][C:21]2[CH:26]=[CH:25][C:24]([O:27][CH3:28])=[CH:23][CH:22]=2)[CH2:7][C@H:6]([OH:8])[CH2:5][C@@H:4]([CH2:9][CH2:10][CH2:11][CH:12]=[CH2:13])[O:3]1.O[C@:30]1([C@@H]2CSC(=O)N2CC2C=CC(OC)=CC=2)C[C@@H](O)C[C@@H](CCCC=C)O1. (3) Given the product [NH2:39][C:35]1[CH:34]=[C:33]([CH:38]=[CH:37][CH:36]=1)[O:32][CH2:31][CH2:30][NH:29][C:25]1[CH:26]=[CH:27][CH:28]=[C:23]([NH:22][C:20]2[C:19]([Cl:42])=[CH:18][N:17]=[C:16]([Cl:15])[N:21]=2)[CH:24]=1, predict the reactants needed to synthesize it. The reactants are: FC(F)(F)C(O)=O.FC(F)(F)C(O)=O.[Cl:15][C:16]1[N:21]=[C:20]([NH:22][C:23]2[CH:28]=[CH:27][CH:26]=[C:25]([NH:29][CH2:30][CH2:31][O:32][C:33]3[CH:38]=[CH:37][CH:36]=[C:35]([N+:39]([O-])=O)[CH:34]=3)[CH:24]=2)[C:19]([Cl:42])=[CH:18][N:17]=1.C(O)(=O)C.O. (4) Given the product [Cl:19][C:12]1[N:11]=[CH:10][N:9]([C:3]2[CH:4]=[CH:5][C:6]([F:8])=[CH:7][C:2]=2[Cl:1])[C:13]=1[C:14]([O:16][CH2:17][CH3:18])=[O:15], predict the reactants needed to synthesize it. The reactants are: [Cl:1][C:2]1[CH:7]=[C:6]([F:8])[CH:5]=[CH:4][C:3]=1[N:9]1[C:13]([C:14]([O:16][CH2:17][CH3:18])=[O:15])=[CH:12][N:11]=[CH:10]1.[Cl:19]N1C(=O)CCC1=O.CC(C)C#N. (5) Given the product [CH3:2][O:3][C:4]1[CH:5]=[C:6]([C:12]2[C:13]([CH3:25])([CH3:24])[C:14](=[O:23])[N:15]([CH:17]3[CH2:22][CH2:21][N:20]([S:33]([C:28]4[CH:29]=[CH:30][CH:31]=[CH:32][C:27]=4[CH3:26])(=[O:35])=[O:34])[CH2:19][CH2:18]3)[N:16]=2)[CH:7]=[CH:8][C:9]=1[O:10][CH3:11], predict the reactants needed to synthesize it. The reactants are: Cl.[CH3:2][O:3][C:4]1[CH:5]=[C:6]([C:12]2[C:13]([CH3:25])([CH3:24])[C:14](=[O:23])[N:15]([CH:17]3[CH2:22][CH2:21][NH:20][CH2:19][CH2:18]3)[N:16]=2)[CH:7]=[CH:8][C:9]=1[O:10][CH3:11].[CH3:26][C:27]1[CH:32]=[CH:31][CH:30]=[CH:29][C:28]=1[S:33](Cl)(=[O:35])=[O:34].